From a dataset of Full USPTO retrosynthesis dataset with 1.9M reactions from patents (1976-2016). Predict the reactants needed to synthesize the given product. Given the product [Cl:1][CH2:2][C:3]([O:5]/[N:6]=[C:7](/[C:8]1[CH:13]=[N:17][CH:18]=[N:19][CH:9]=1)\[NH2:15])=[O:4], predict the reactants needed to synthesize it. The reactants are: [Cl:1][CH2:2][C:3]([O:5]/[N:6]=[C:7](\[NH2:15])/[C:8]1[CH:13]=CC(C)=C[CH:9]=1)=[O:4].O[NH:17][C:18](C1C=NC=NC=1)=[NH:19].ClCC(Cl)=O.